From a dataset of Full USPTO retrosynthesis dataset with 1.9M reactions from patents (1976-2016). Predict the reactants needed to synthesize the given product. (1) Given the product [Cl:21][C:22]1[CH:27]=[C:26]([CH:25]=[CH:24][C:23]=1[NH:29][C:30]([NH:32][CH:33]1[CH2:34][CH2:35]1)=[O:31])[O:28][C:11]1[C:10]2[C:15](=[CH:16][C:7]([O:6][CH3:5])=[C:8]([C:18]([NH2:20])=[O:19])[CH:9]=2)[N:14]=[CH:13][CH:12]=1, predict the reactants needed to synthesize it. The reactants are: CS(C)=O.[CH3:5][O:6][C:7]1[CH:16]=[C:15]2[C:10]([C:11](Cl)=[CH:12][CH:13]=[N:14]2)=[CH:9][C:8]=1[C:18]([NH2:20])=[O:19].[Cl:21][C:22]1[CH:27]=[C:26]([OH:28])[CH:25]=[CH:24][C:23]=1[NH:29][C:30]([NH:32][CH:33]1[CH2:35][CH2:34]1)=[O:31].C(=O)([O-])[O-].[Cs+].[Cs+]. (2) Given the product [Br:12][C:9]1[CH:10]=[CH:11][C:2]([NH:1][C:24](=[O:25])[C:23]2[CH:27]=[CH:28][CH:29]=[C:21]([CH2:32][Cl:34])[CH:22]=2)=[C:3]([CH:8]=1)[C:4]([O:6][CH3:7])=[O:5], predict the reactants needed to synthesize it. The reactants are: [NH2:1][C:2]1[CH:11]=[CH:10][C:9]([Br:12])=[CH:8][C:3]=1[C:4]([O:6][CH3:7])=[O:5].N1C=CC=CC=1.CO[C:21]1[CH:22]=[C:23]([CH:27]=[CH:28][C:29]=1OC)[C:24](Cl)=[O:25].[CH2:32]([Cl:34])Cl. (3) Given the product [OH:2][C:3]1[CH:4]=[CH:5][C:6]([N:9]2[C:17]3[CH:16]=[CH:15][CH:14]=[C:13]([OH:18])[C:12]=3[CH:11]=[N:10]2)=[CH:7][CH:8]=1, predict the reactants needed to synthesize it. The reactants are: C[O:2][C:3]1[CH:8]=[CH:7][C:6]([N:9]2[C:17]3[C:12](=[C:13]([O:18]CC4C=CC=CC=4)[CH:14]=[CH:15][CH:16]=3)[CH:11]=[N:10]2)=[CH:5][CH:4]=1.B(Br)(Br)Br. (4) Given the product [NH2:35][C@@H:32]([CH2:31][C:25]1[CH:30]=[CH:29][CH:28]=[CH:27][CH:26]=1)[CH2:33][NH:34][C:2]1[N:3]([CH3:24])[C:4](=[O:23])[C:5]([NH:14][C:15](=[O:22])[C:16]2[CH:21]=[CH:20][CH:19]=[CH:18][CH:17]=2)=[C:6]([C:8]2[CH:13]=[CH:12][N:11]=[CH:10][CH:9]=2)[N:7]=1, predict the reactants needed to synthesize it. The reactants are: Cl[C:2]1[N:3]([CH3:24])[C:4](=[O:23])[C:5]([NH:14][C:15](=[O:22])[C:16]2[CH:21]=[CH:20][CH:19]=[CH:18][CH:17]=2)=[C:6]([C:8]2[CH:13]=[CH:12][N:11]=[CH:10][CH:9]=2)[N:7]=1.[C:25]1([CH2:31][C@H:32]([NH2:35])[CH2:33][NH2:34])[CH:30]=[CH:29][CH:28]=[CH:27][CH:26]=1.C(N(C(C)C)CC)(C)C. (5) Given the product [Cl:1][C:2]1[N:3]=[CH:4][C:5]([C:6]2[NH:15][C:14]3[C:13](=[O:17])[N:12]([CH:18]4[CH2:20][CH2:19]4)[C:11](=[O:21])[N:10]([CH2:22][CH2:23][CH3:24])[C:9]=3[N:8]=2)=[CH:25][CH:26]=1, predict the reactants needed to synthesize it. The reactants are: [Cl:1][C:2]1[CH:26]=[CH:25][C:5]([C:6]([NH:8][C:9]2[N:10]([CH2:22][CH2:23][CH3:24])[C:11](=[O:21])[N:12]([CH:18]3[CH2:20][CH2:19]3)[C:13](=[O:17])[C:14]=2[N:15]=O)=O)=[CH:4][N:3]=1.[O-]S(S([O-])=O)=O.[Na+].[Na+]. (6) Given the product [CH:81]([NH:85][C:56]([C:26]1[CH:27]=[C:28]2[C:23](=[CH:24][CH:25]=1)[NH:22][N:21]=[C:20]2[C:15]1[CH:14]=[CH:13][C:12]2[C:17](=[CH:18][CH:19]=[C:10]([O:9][CH2:8][CH:4]3[CH2:5][CH2:6][CH2:7][N:3]3[CH2:1][CH3:2])[CH:11]=2)[CH:16]=1)=[O:55])([CH2:83][CH3:84])[CH3:82], predict the reactants needed to synthesize it. The reactants are: [CH2:1]([N:3]1[CH2:7][CH2:6][CH2:5][CH:4]1[CH2:8][O:9][C:10]1[CH:11]=[C:12]2[C:17](=[CH:18][CH:19]=1)[CH:16]=[C:15]([C:20]1[C:28]3[C:23](=[CH:24][CH:25]=[C:26](C#N)[CH:27]=3)[N:22](C3CCCCO3)[N:21]=1)[CH:14]=[CH:13]2)[CH3:2].[OH-].[K+].F[P-](F)(F)(F)(F)F.N1([O:55][C:56](N(C)C)=[N+](C)C)C2C=CC=CC=2N=N1.O.ON1C2C=CC=CC=2N=N1.C(N(CC)CC)C.[CH:81]([NH2:85])([CH2:83][CH3:84])[CH3:82].